Task: Predict the reaction yield, written as a fraction of the theoretical maximum amount of product (1.0 means a 100% yield; for example, 0.34 means a 34% yield).. Dataset: Reaction yield outcomes from USPTO patents with 853,638 reactions (1) The reactants are [CH3:1][C:2]1[O:3][CH:4]=[C:5]([CH3:9])[C:6]=1CO.S([O-])([O-])=O.[Na+].[Na+].[NH2:16][C:17]1[C:25]2[N:24]=[C:23]([CH3:26])[N:22]([CH3:27])[C:21]=2[CH:20]=[C:19]([Br:28])[CH:18]=1.[C:29]([BH3-])#N.[Na+].C(=O)([O-])O.[Na+]. The catalyst is ClCCl.N1C=CC=CC=1.O. The product is [Br:28][C:19]1[CH:18]=[C:17]([N:16]([C:6]2[C:5]([CH3:9])=[CH:4][O:3][C:2]=2[CH3:1])[CH3:29])[C:25]2[N:24]=[C:23]([CH3:26])[N:22]([CH3:27])[C:21]=2[CH:20]=1. The yield is 0.650. (2) The reactants are [C:1]12[C:7](=[CH:8][CH:9]=[CH:10][CH:11]=1)[NH:6]C(=O)[O:4][C:2]2=O.[NH2:13][C:14]1[CH:19]=[CH:18][CH:17]=[CH:16][N:15]=1. The catalyst is O1CCOCC1. The product is [NH2:6][C:7]1[CH:8]=[CH:9][CH:10]=[CH:11][C:1]=1[C:2]([NH:13][C:14]1[CH:19]=[CH:18][CH:17]=[CH:16][N:15]=1)=[O:4]. The yield is 0.540. (3) The reactants are [F:1][C:2]1[C:3]([C:14]([O:16]CC)=[O:15])=[N:4][O:5][C:6]=1[C:7]1[CH:12]=[CH:11][C:10]([F:13])=[CH:9][CH:8]=1.[Li+].[OH-].Cl. The catalyst is C1COCC1.O. The product is [F:1][C:2]1[C:3]([C:14]([OH:16])=[O:15])=[N:4][O:5][C:6]=1[C:7]1[CH:8]=[CH:9][C:10]([F:13])=[CH:11][CH:12]=1. The yield is 0.940. (4) The yield is 0.990. The reactants are [Br:1][C:2]1[CH:3]=[C:4]2[C:8](=[CH:9][CH:10]=1)[NH:7][N:6]=[CH:5]2.[CH3:11][C:12]([O:15][C:16](O[C:16]([O:15][C:12]([CH3:14])([CH3:13])[CH3:11])=[O:17])=[O:17])([CH3:14])[CH3:13]. The product is [C:16]([N:7]1[C:8]2[C:4](=[CH:3][C:2]([Br:1])=[CH:10][CH:9]=2)[CH:5]=[N:6]1)([O:15][C:12]([CH3:14])([CH3:13])[CH3:11])=[O:17]. The catalyst is CC#N.CN(C)C1C=CN=CC=1. (5) The product is [NH2:1][C:4]1[CH:9]=[CH:8][C:7]([C:10]2[S:11][CH:12]=[CH:13][CH:14]=2)=[CH:6][C:5]=1[NH:15][C:16]([NH:18][CH2:19][CH:20]1[CH2:25][CH2:24][NH:23][CH2:22][CH2:21]1)=[O:17]. The reactants are [N+:1]([C:4]1[CH:9]=[CH:8][C:7]([C:10]2[S:11][CH:12]=[CH:13][CH:14]=2)=[CH:6][C:5]=1[NH:15][C:16]([NH:18][CH2:19][CH:20]1[CH2:25][CH2:24][NH:23][CH2:22][CH2:21]1)=[O:17])([O-])=O. The yield is 0.650. The catalyst is CO.[Pd].